Dataset: Reaction yield outcomes from USPTO patents with 853,638 reactions. Task: Predict the reaction yield, written as a fraction of the theoretical maximum amount of product (1.0 means a 100% yield; for example, 0.34 means a 34% yield). (1) The reactants are [CH2:1]1[C:5]2([CH2:10][C:9](=O)[CH2:8][CH2:7][O:6]2)[CH2:4][CH2:3][CH2:2]1.[CH3:12][O:13][C:14](=[O:18])[CH2:15][C:16]#[N:17].C([O-])(=O)C.[NH4+].C(O)(=O)C. The catalyst is C1C=CC=CC=1.CCCCCC.CCOC(C)=O. The product is [C:16]([C:15](=[C:9]1[CH2:10][C:5]2([CH2:4][CH2:3][CH2:2][CH2:1]2)[O:6][CH2:7][CH2:8]1)[C:14]([O:13][CH3:12])=[O:18])#[N:17]. The yield is 0.878. (2) The reactants are CC1(C)OB([C:7]2[CH:8]=[N:9][C:10]([C:13]([F:16])([F:15])[F:14])=[N:11][CH:12]=2)OC1(C)C.Cl[C:21]1[CH:26]=[C:25]([C:27]([O:29][CH3:30])=[O:28])[C:24]([Cl:31])=[CH:23][N:22]=1.C(=O)([O-])[O-].[K+].[K+].O. The catalyst is O1CCOCC1.C1C=CC(P(C2C=CC=CC=2)[C-]2C=CC=C2)=CC=1.C1C=CC(P(C2C=CC=CC=2)[C-]2C=CC=C2)=CC=1.Cl[Pd]Cl.[Fe+2]. The product is [Cl:31][C:24]1[C:25]([C:27]([O:29][CH3:30])=[O:28])=[CH:26][C:21]([C:7]2[CH:12]=[N:11][C:10]([C:13]([F:14])([F:15])[F:16])=[N:9][CH:8]=2)=[N:22][CH:23]=1. The yield is 0.400. (3) The reactants are [F:1][C:2]([F:16])([F:15])[C:3]1[C:4]([N:9]2[CH2:14][CH2:13][NH:12][CH2:11][CH2:10]2)=[N:5][CH:6]=[CH:7][CH:8]=1.FC1C=CC(N2CCNCC2)=CC=1.[CH:30]1([CH2:33][CH2:34][NH:35][C:36]([C:38]2[N:39]=[N:40][C:41](Cl)=[CH:42][CH:43]=2)=[O:37])[CH2:32][CH2:31]1. No catalyst specified. The product is [CH:30]1([CH2:33][CH2:34][NH:35][C:36]([C:38]2[N:39]=[N:40][C:41]([N:12]3[CH2:11][CH2:10][N:9]([C:4]4[C:3]([C:2]([F:1])([F:15])[F:16])=[CH:8][CH:7]=[CH:6][N:5]=4)[CH2:14][CH2:13]3)=[CH:42][CH:43]=2)=[O:37])[CH2:32][CH2:31]1. The yield is 0.430. (4) The reactants are [C:1]([C:5]1[CH:25]=[C:24]([F:26])[CH:23]=[CH:22][C:6]=1[O:7][CH2:8][CH:9]1[CH2:13][CH2:12][N:11]([C:14](=[O:21])[CH2:15][C:16]([O:18]CC)=[O:17])[CH2:10]1)([CH3:4])([CH3:3])[CH3:2].[OH-].[Li+].Cl. The catalyst is C1COCC1. The product is [C:1]([C:5]1[CH:25]=[C:24]([F:26])[CH:23]=[CH:22][C:6]=1[O:7][CH2:8][CH:9]1[CH2:13][CH2:12][N:11]([C:14](=[O:21])[CH2:15][C:16]([OH:18])=[O:17])[CH2:10]1)([CH3:4])([CH3:2])[CH3:3]. The yield is 0.980. (5) The reactants are [N:1]1[CH:2]=[CH:3][N:4]2[CH:9]=[C:8]([C:10]([NH:12][CH2:13][C:14]3[CH:19]=[CH:18][C:17]([S:20](Cl)(=[O:22])=[O:21])=[CH:16][CH:15]=3)=[O:11])[CH:7]=[CH:6][C:5]=12.[C:24]([O:28][C:29](=[O:40])[NH:30][CH:31]1[CH2:34][C:33]2([CH2:39][CH2:38][NH:37][CH2:36][CH2:35]2)[CH2:32]1)([CH3:27])([CH3:26])[CH3:25].C(N(CC)CC)C. The catalyst is C(Cl)Cl. The product is [C:24]([O:28][C:29](=[O:40])[NH:30][CH:31]1[CH2:34][C:33]2([CH2:39][CH2:38][N:37]([S:20]([C:17]3[CH:18]=[CH:19][C:14]([CH2:13][NH:12][C:10]([C:8]4[CH:7]=[CH:6][C:5]5[N:4]([CH:3]=[CH:2][N:1]=5)[CH:9]=4)=[O:11])=[CH:15][CH:16]=3)(=[O:22])=[O:21])[CH2:36][CH2:35]2)[CH2:32]1)([CH3:27])([CH3:25])[CH3:26]. The yield is 0.420. (6) The reactants are [C:1]([C:3]1[CH:4]=[C:5]([O:20][C:21]([F:24])([F:23])[F:22])[CH:6]=[C:7]2[C:12]=1[O:11][CH:10]([C:13]([F:16])([F:15])[F:14])[C:9]([C:17]([OH:19])=[O:18])=[CH:8]2)#[N:2].[C:25]([OH:28])(=[O:27])[CH3:26]. The catalyst is [Pd]. The product is [F:14][C:13]([F:16])([F:15])[C:10]([OH:27])=[O:11].[C:25]([C:26]1[CH:10]([C:13]([F:14])([F:16])[F:15])[O:11][C:12]2[C:3]([CH:1]=1)=[CH:4][C:5]([O:20][C:21]([F:22])([F:23])[F:24])=[CH:6][C:7]=2[CH2:8][CH2:9][NH:2][CH2:1][C:3]1[CH:4]=[C:5]([O:20][C:21]([F:24])([F:22])[F:23])[CH:6]=[C:7]2[C:12]=1[O:11][CH:10]([C:13]([F:14])([F:15])[F:16])[C:9]([C:17]([OH:19])=[O:18])=[CH:8]2)([OH:28])=[O:27]. The yield is 0.320. (7) The reactants are C([O:3][C:4]([C:6]1([NH:19][C:20](=[O:32])[C:21]2[CH:26]=[CH:25][CH:24]=[C:23]([CH3:27])[C:22]=2[O:28][CH2:29][CH:30]=[CH2:31])[CH2:17][C:16]2[C:18]3[C:12]([CH:13]=[CH:14][CH:15]=2)=[CH:11][CH:10]=[CH:9][C:8]=3[CH2:7]1)=[O:5])C.[OH-].[K+].O. The catalyst is CCO. The product is [CH2:29]([O:28][C:22]1[C:23]([CH3:27])=[CH:24][CH:25]=[CH:26][C:21]=1[C:20]([NH:19][C:6]1([C:4]([OH:5])=[O:3])[CH2:17][C:16]2[C:18]3[C:12]([CH:13]=[CH:14][CH:15]=2)=[CH:11][CH:10]=[CH:9][C:8]=3[CH2:7]1)=[O:32])[CH:30]=[CH2:31]. The yield is 0.940. (8) The reactants are Br[C:2]1[CH:7]=[CH:6][C:5]([N+:8]([O-:10])=[O:9])=[CH:4][N:3]=1.[CH3:11][C:12]([CH3:26])([O:14][C:15]([NH:17][C@@H:18]([CH2:23][C:24]#[CH:25])[C:19]([O:21][CH3:22])=[O:20])=[O:16])[CH3:13].C(=O)([O-])[O-].[K+].[K+]. The catalyst is CN(C)C=O.C(OCC)(=O)C.[Cu](I)I. The product is [CH3:13][C:12]([CH3:26])([O:14][C:15]([NH:17][C@@H:18]([CH2:23][C:24]#[C:25][C:2]1[CH:7]=[CH:6][C:5]([N+:8]([O-:10])=[O:9])=[CH:4][N:3]=1)[C:19]([O:21][CH3:22])=[O:20])=[O:16])[CH3:11]. The yield is 0.650. (9) The reactants are [F:1][C:2]1[CH:3]=[C:4]2[C:8](=[CH:9][C:10]=1[F:11])[NH:7][CH:6]=[CH:5]2.[OH-].[K+].[I:14]I. The catalyst is CN(C=O)C. The product is [F:1][C:2]1[CH:3]=[C:4]2[C:8](=[CH:9][C:10]=1[F:11])[NH:7][CH:6]=[C:5]2[I:14]. The yield is 1.00. (10) The reactants are [Cl:1][C:2]1[CH:3]=[C:4]([CH:18]=[CH:19][CH:20]=1)[C:5]([NH:7][C:8]1[S:9][C:10]2[CH:16]=[C:15]([CH3:17])[CH:14]=[CH:13][C:11]=2[N:12]=1)=[O:6].C(=O)([O-])[O-].[K+].[K+].Br[CH2:28][C:29]([O:31][CH2:32][CH3:33])=[O:30]. The catalyst is CN(C)C=O. The product is [Cl:1][C:2]1[CH:3]=[C:4]([CH:18]=[CH:19][CH:20]=1)[C:5]([N:7]=[C:8]1[N:12]([CH2:28][C:29]([O:31][CH2:32][CH3:33])=[O:30])[C:11]2[CH:13]=[CH:14][C:15]([CH3:17])=[CH:16][C:10]=2[S:9]1)=[O:6]. The yield is 0.770.